The task is: Regression/Classification. Given a drug SMILES string, predict its toxicity properties. Task type varies by dataset: regression for continuous values (e.g., LD50, hERG inhibition percentage) or binary classification for toxic/non-toxic outcomes (e.g., AMES mutagenicity, cardiotoxicity, hepatotoxicity). Dataset: ld50_zhu.. This data is from Acute oral toxicity (LD50) regression data from Zhu et al.. The drug is CCNC(C)Cc1cccc(C(F)(F)F)c1. The rat oral LD50 is 3.25, given as -log10 of the dose in mol/kg body weight (higher means more acutely toxic).